From a dataset of Full USPTO retrosynthesis dataset with 1.9M reactions from patents (1976-2016). Predict the reactants needed to synthesize the given product. (1) Given the product [CH2:1]([O:3][C:4](=[O:36])[CH2:5][N:6]1[CH2:11][CH2:10][N:9]([C:12](=[O:35])[C:13]2[CH:18]=[CH:17][CH:16]=[C:15]([C@@H:19]([N:27]3[CH2:32][C@@H:31]([CH3:33])[N:30]([CH2:40][CH:37]4[CH2:39][CH2:38]4)[CH2:29][C@@H:28]3[CH3:34])[C:20]3[CH:25]=[CH:24][CH:23]=[C:22]([OH:26])[CH:21]=3)[CH:14]=2)[CH2:8][CH2:7]1)[CH3:2], predict the reactants needed to synthesize it. The reactants are: [CH2:1]([O:3][C:4](=[O:36])[CH2:5][N:6]1[CH2:11][CH2:10][N:9]([C:12](=[O:35])[C:13]2[CH:18]=[CH:17][CH:16]=[C:15]([C@@H:19]([N:27]3[CH2:32][C@@H:31]([CH3:33])[NH:30][CH2:29][C@@H:28]3[CH3:34])[C:20]3[CH:25]=[CH:24][CH:23]=[C:22]([OH:26])[CH:21]=3)[CH:14]=2)[CH2:8][CH2:7]1)[CH3:2].[CH:37]1([CH:40]=O)[CH2:39][CH2:38]1. (2) Given the product [NH2:34][C:30]1[CH:29]=[C:28]([N:6]2[C:7]3[N:14]([CH3:15])[C:13](=[O:16])[CH:12]=[C:11]([O:17][S:18]([C:21]4[CH:26]=[CH:25][C:24]([CH3:27])=[CH:23][CH:22]=4)(=[O:20])=[O:19])[C:8]=3[C:9](=[O:10])[N:4]([CH:1]3[CH2:2][CH2:3]3)[C:5]2=[O:37])[CH:33]=[CH:32][CH:31]=1, predict the reactants needed to synthesize it. The reactants are: [CH:1]1([N:4]2[C:9](=[O:10])[C:8]3[C:11]([O:17][S:18]([C:21]4[CH:26]=[CH:25][C:24]([CH3:27])=[CH:23][CH:22]=4)(=[O:20])=[O:19])=[CH:12][C:13](=[O:16])[N:14]([CH3:15])[C:7]=3[N:6]([C:28]3[CH:33]=[CH:32][CH:31]=[C:30]([N+:34]([O-])=O)[CH:29]=3)[C:5]2=[O:37])[CH2:3][CH2:2]1.C(=O)([O-])O.[Na+]. (3) Given the product [Cl:1][C:2]1[CH:7]=[C:6]([O:8][CH2:9][C:10]2[C:11]([C:18]3[C:19]([Cl:25])=[CH:20][CH:21]=[CH:22][C:23]=3[Cl:24])=[N:12][O:13][C:14]=2[CH:15]([CH3:17])[CH3:16])[CH:5]=[CH:4][C:3]=1[C:26]1[CH:27]=[C:28]2[C:33](=[CH:34][CH:35]=1)[C:32]([C:36]([OH:38])=[O:37])=[CH:31][CH:30]=[CH:29]2, predict the reactants needed to synthesize it. The reactants are: [Cl:1][C:2]1[CH:7]=[C:6]([O:8][CH2:9][C:10]2[C:11]([C:18]3[C:23]([Cl:24])=[CH:22][CH:21]=[CH:20][C:19]=3[Cl:25])=[N:12][O:13][C:14]=2[CH:15]([CH3:17])[CH3:16])[CH:5]=[CH:4][C:3]=1[C:26]1[CH:27]=[C:28]2[C:33](=[CH:34][CH:35]=1)[C:32]([C:36]([O:38]C)=[O:37])=[CH:31][CH:30]=[CH:29]2.C1COCC1.[OH-].[Na+].Cl. (4) Given the product [CH3:1][O:2][C:3](=[O:13])[C:4]1[CH:9]=[CH:8][C:7]([CH2:10][C:20]([O:19][Si:18]([C:14]([CH3:17])([CH3:16])[CH3:15])([CH3:31])[CH3:32])([C:21]#[N:22])[C:23]2[C:28]([CH3:29])=[CH:27][CH:26]=[CH:25][C:24]=2[CH3:30])=[C:6]([Br:12])[CH:5]=1, predict the reactants needed to synthesize it. The reactants are: [CH3:1][O:2][C:3](=[O:13])[C:4]1[CH:9]=[CH:8][C:7]([CH2:10]Br)=[C:6]([Br:12])[CH:5]=1.[C:14]([Si:18]([CH3:32])([CH3:31])[O:19][CH:20]([C:23]1[C:28]([CH3:29])=[CH:27][CH:26]=[CH:25][C:24]=1[CH3:30])[C:21]#[N:22])([CH3:17])([CH3:16])[CH3:15]. (5) Given the product [C:21]1([CH3:26])[CH:22]=[CH:23][CH:24]=[CH:25][C:20]=1[C:2]1([OH:1])[CH2:19][CH:5]2[CH2:6][NH:7][CH2:8][CH:4]2[CH2:3]1, predict the reactants needed to synthesize it. The reactants are: [OH:1][C:2]1([C:20]2[CH:25]=[CH:24][CH:23]=[CH:22][C:21]=2[CH3:26])[CH2:19][CH:5]2[CH2:6][N:7](C(OCC3C=CC=CC=3)=O)[CH2:8][CH:4]2[CH2:3]1. (6) Given the product [NH2:40][C:39]1[S:41]/[C:35](=[CH:1]\[C:3]2[CH:4]=[C:5]3[C:10](=[CH:11][CH:12]=2)[N:9]=[CH:8][C:7]([C:13]#[N:14])=[C:6]3[S:15][CH2:16][CH:17]([CH3:19])[CH3:18])/[C:36](=[O:37])[N:38]=1, predict the reactants needed to synthesize it. The reactants are: [CH:1]([C:3]1[CH:4]=[C:5]2[C:10](=[CH:11][CH:12]=1)[N:9]=[CH:8][C:7]([C:13]#[N:14])=[C:6]2[S:15][CH2:16][CH:17]([CH3:19])[CH3:18])=O.COC1C=CC(/C=[C:35]2/[C:36]([NH:38][C:39]([S:41]/2)=[NH:40])=[O:37])=CC=1OC1CCCC1.C([O-])(=O)C.[Na+].